From a dataset of Reaction yield outcomes from USPTO patents with 853,638 reactions. Predict the reaction yield, written as a fraction of the theoretical maximum amount of product (1.0 means a 100% yield; for example, 0.34 means a 34% yield). (1) The reactants are [NH2:1][C:2]1[C:3]2[N:10]([C:11]3[CH:16]=[CH:15][C:14]([N+:17]([O-])=O)=[C:13]([O:20][CH3:21])[CH:12]=3)[N:9]=[C:8]([C:22]3[CH2:23][CH2:24][N:25]([C:28]([O:30][C:31]([CH3:34])([CH3:33])[CH3:32])=[O:29])[CH2:26][CH:27]=3)[C:4]=2[N:5]=[CH:6][N:7]=1. The catalyst is [Pd].CO. The product is [NH2:1][C:2]1[C:3]2[N:10]([C:11]3[CH:16]=[CH:15][C:14]([NH2:17])=[C:13]([O:20][CH3:21])[CH:12]=3)[N:9]=[C:8]([CH:22]3[CH2:27][CH2:26][N:25]([C:28]([O:30][C:31]([CH3:34])([CH3:33])[CH3:32])=[O:29])[CH2:24][CH2:23]3)[C:4]=2[N:5]=[CH:6][N:7]=1. The yield is 0.930. (2) The reactants are [NH2:1][C@@H:2]([CH2:33][C:34]1[CH:39]=[CH:38][CH:37]=[CH:36][CH:35]=1)[C@@H:3]([OH:32])[CH2:4][C@@H:5]([NH:19][C:20]([C@@H:22]([NH:27][C:28](=[O:31])[O:29][CH3:30])[C:23]([CH3:26])([CH3:25])[CH3:24])=[O:21])[CH2:6][C:7]1[CH:12]=[CH:11][C:10]([C:13]2[CH:18]=[CH:17][CH:16]=[CH:15][N:14]=2)=[CH:9][CH:8]=1.[CH3:40][C:41]([CH3:65])([CH3:64])[C@H:42]([N:50]1[CH2:54][CH2:53][N:52]([CH2:55][C:56]2[CH:61]=[CH:60][CH:59]=[C:58]([CH3:62])[N:57]=2)[C:51]1=[O:63])[C:43](OC(C)(C)C)=[O:44].CCOP(ON1N=NC2C=CC=CC=2C1=O)(OCC)=O.C(N(CC)C(C)C)(C)C. The catalyst is C1COCC1. The product is [CH3:40][C:41]([CH3:65])([CH3:64])[C@H:42]([N:50]1[CH2:54][CH2:53][N:52]([CH2:55][C:56]2[CH:61]=[CH:60][CH:59]=[C:58]([CH3:62])[N:57]=2)[C:51]1=[O:63])[C:43]([NH:1][C@@H:2]([CH2:33][C:34]1[CH:35]=[CH:36][CH:37]=[CH:38][CH:39]=1)[C@@H:3]([OH:32])[CH2:4][C@@H:5]([NH:19][C:20]([C@@H:22]([NH:27][C:28](=[O:31])[O:29][CH3:30])[C:23]([CH3:26])([CH3:25])[CH3:24])=[O:21])[CH2:6][C:7]1[CH:12]=[CH:11][C:10]([C:13]2[CH:18]=[CH:17][CH:16]=[CH:15][N:14]=2)=[CH:9][CH:8]=1)=[O:44]. The yield is 0.750. (3) The reactants are O.[S-2].[Na+].[Na+].[S].[CH2:6]([O:8][C:9]1[CH:14]=[CH:13][CH:12]=[CH:11][C:10]=1[C:15]1[CH:20]=[CH:19][C:18]([N+:21]([O-])=O)=[CH:17][C:16]=1[N+:24]([O-:26])=[O:25])[CH3:7].[Na+].[Cl-]. The catalyst is O. The product is [CH2:6]([O:8][C:9]1[CH:14]=[CH:13][CH:12]=[CH:11][C:10]=1[C:15]1[CH:20]=[CH:19][C:18]([NH2:21])=[CH:17][C:16]=1[N+:24]([O-:26])=[O:25])[CH3:7]. The yield is 0.950.